From a dataset of Forward reaction prediction with 1.9M reactions from USPTO patents (1976-2016). Predict the product of the given reaction. (1) Given the reactants [CH:1]([NH:4][CH:5]([CH3:7])[CH3:6])([CH3:3])[CH3:2].[F:8][C:9]1[CH:17]=[CH:16][C:12]([C:13](Cl)=[O:14])=[CH:11][CH:10]=1, predict the reaction product. The product is: [F:8][C:9]1[CH:17]=[CH:16][C:12]([C:13]([N:4]([CH:5]([CH3:7])[CH3:6])[CH:1]([CH3:3])[CH3:2])=[O:14])=[CH:11][CH:10]=1. (2) Given the reactants Cl[C:2]1[N:11]=[C:10]([NH:12][CH2:13][C:14]2[CH:19]=[CH:18][C:17]([NH:20][C:21](=[O:29])[C:22]3[CH:27]=[CH:26][C:25]([F:28])=[CH:24][CH:23]=3)=[CH:16][CH:15]=2)[C:9]2[C:4](=[CH:5][CH:6]=[C:7]([I:30])[CH:8]=2)[N:3]=1.[CH3:31][NH:32][CH3:33], predict the reaction product. The product is: [CH3:31][N:32]([CH3:33])[C:2]1[N:11]=[C:10]([NH:12][CH2:13][C:14]2[CH:15]=[CH:16][C:17]([NH:20][C:21](=[O:29])[C:22]3[CH:27]=[CH:26][C:25]([F:28])=[CH:24][CH:23]=3)=[CH:18][CH:19]=2)[C:9]2[C:4](=[CH:5][CH:6]=[C:7]([I:30])[CH:8]=2)[N:3]=1. (3) Given the reactants [Br:1][C:2]1[CH:3]=[C:4]([CH2:13]O)[CH:5]=[CH:6][C:7]=1[O:8][C:9]([F:12])([F:11])[F:10].CN(C=O)C.S(Br)([Br:22])=O, predict the reaction product. The product is: [Br:1][C:2]1[CH:3]=[C:4]([CH2:13][Br:22])[CH:5]=[CH:6][C:7]=1[O:8][C:9]([F:12])([F:11])[F:10]. (4) Given the reactants [C:1]([O:5][C:6](=[O:21])[NH:7][CH:8]1[CH2:13][CH2:12][N:11]([C:14]2[CH:19]=[CH:18][CH:17]=[C:16](Br)[CH:15]=2)[CH2:10][CH2:9]1)([CH3:4])([CH3:3])[CH3:2].[B:22]1([B:22]2[O:26][C:25]([CH3:28])([CH3:27])[C:24]([CH3:30])([CH3:29])[O:23]2)[O:26][C:25]([CH3:28])([CH3:27])[C:24]([CH3:30])([CH3:29])[O:23]1.C(Cl)Cl.C([O-])(=O)C.[K+], predict the reaction product. The product is: [CH3:29][C:24]1([CH3:30])[C:25]([CH3:28])([CH3:27])[O:26][B:22]([C:16]2[CH:15]=[C:14]([N:11]3[CH2:12][CH2:13][CH:8]([NH:7][C:6](=[O:21])[O:5][C:1]([CH3:4])([CH3:3])[CH3:2])[CH2:9][CH2:10]3)[CH:19]=[CH:18][CH:17]=2)[O:23]1.